From a dataset of Forward reaction prediction with 1.9M reactions from USPTO patents (1976-2016). Predict the product of the given reaction. Given the reactants Cl.[CH2:2]([O:4][C:5](=[O:13])[CH:6]([NH2:12])[C:7]([O:9][CH2:10][CH3:11])=[O:8])[CH3:3].C(N(CC)CC)C.[CH3:21][O:22][C:23]1[C:31]([CH3:32])=[CH:30][C:26]([C:27](Cl)=[O:28])=[CH:25][C:24]=1[CH3:33].O, predict the reaction product. The product is: [CH2:10]([O:9][C:7](=[O:8])[CH:6]([NH:12][C:27](=[O:28])[C:26]1[CH:30]=[C:31]([CH3:32])[C:23]([O:22][CH3:21])=[C:24]([CH3:33])[CH:25]=1)[C:5]([O:4][CH2:2][CH3:3])=[O:13])[CH3:11].